From a dataset of Full USPTO retrosynthesis dataset with 1.9M reactions from patents (1976-2016). Predict the reactants needed to synthesize the given product. (1) Given the product [CH3:1][O:2][C:3](=[O:25])[C@H:4]([CH2:21][CH2:22][S:23][CH3:24])[NH:5][C:6](=[O:20])[C:7]1[CH:12]=[CH:11][C:10]([C:34]([OH:33])=[O:49])=[CH:9][C:8]=1[C:14]1[CH:19]=[CH:18][CH:17]=[CH:16][CH:15]=1, predict the reactants needed to synthesize it. The reactants are: [CH3:1][O:2][C:3](=[O:25])[C@H:4]([CH2:21][CH2:22][S:23][CH3:24])[NH:5][C:6](=[O:20])[C:7]1[CH:12]=[CH:11][C:10](Br)=[CH:9][C:8]=1[C:14]1[CH:19]=[CH:18][CH:17]=[CH:16][CH:15]=1.CCN(CC[O:33][C:34]1C=CC(CC2C=CC=CC=2)=CC=1)CC.Cl.[C]=[O:49].O. (2) Given the product [OH:3][PH:1]([CH2:14][CH:15]([CH2:23][CH2:24][C:25]([O:27][C:28]([CH3:29])([CH3:31])[CH3:30])=[O:26])[C:16]([O:18][C:19]([CH3:20])([CH3:21])[CH3:22])=[O:17])=[O:2], predict the reactants needed to synthesize it. The reactants are: [PH2:1](=[O:3])[O-:2].[NH4+].C[Si](C)(C)N[Si](C)(C)C.[CH2:14]=[C:15]([CH2:23][CH2:24][C:25]([O:27][C:28]([CH3:31])([CH3:30])[CH3:29])=[O:26])[C:16]([O:18][C:19]([CH3:22])([CH3:21])[CH3:20])=[O:17]. (3) Given the product [CH3:32][N:33]1[C:42]2[C:37](=[C:38]([CH2:44][CH:45]=[O:12])[C:39]([CH3:43])=[CH:40][CH:41]=2)[CH:36]=[CH:35][C:34]1=[O:47], predict the reactants needed to synthesize it. The reactants are: CC1C(CCN2CCN(C3C=CC=C4C=3C=CC(C)=N4)CC2)=C2C(=CC=1)NC(=[O:12])CC2.[CH3:32][N:33]1[C:42]2[C:37](=[C:38]([CH2:44][CH:45]=C)[C:39]([CH3:43])=[CH:40][CH:41]=2)[CH:36]=[CH:35][C:34]1=[O:47]. (4) Given the product [C:1]([O:5][C:6](=[O:20])[NH:7][CH2:8][CH2:9][N:10]1[C:18]2[C:17]([NH:21][C:22]3[CH:37]=[CH:36][C:25]([O:26][C:27]4[CH:32]=[CH:31][CH:30]=[C:29]([C:33](=[O:35])[CH3:34])[CH:28]=4)=[C:24]([Cl:38])[CH:23]=3)=[N:16][CH:15]=[N:14][C:13]=2[CH:12]=[CH:11]1)([CH3:4])([CH3:3])[CH3:2], predict the reactants needed to synthesize it. The reactants are: [C:1]([O:5][C:6](=[O:20])[NH:7][CH2:8][CH2:9][N:10]1[C:18]2[C:17](Cl)=[N:16][CH:15]=[N:14][C:13]=2[CH:12]=[CH:11]1)([CH3:4])([CH3:3])[CH3:2].[NH2:21][C:22]1[CH:37]=[CH:36][C:25]([O:26][C:27]2[CH:28]=[C:29]([C:33](=[O:35])[CH3:34])[CH:30]=[CH:31][CH:32]=2)=[C:24]([Cl:38])[CH:23]=1.C(=O)([O-])O.[Na+]. (5) Given the product [CH3:15][N:14]([CH3:16])[C:12]1[C:11]([C:17]#[N:18])=[CH:10][C:9]2[NH:19][C:20](=[O:36])[CH2:21][C:22]([C:24]3[CH:29]=[CH:28][CH:27]=[C:26]([C:30]4[O:34][N:33]=[C:32]([CH3:35])[CH:31]=4)[CH:25]=3)=[N:7][C:8]=2[CH:13]=1, predict the reactants needed to synthesize it. The reactants are: C(OC(=O)[NH:7][C:8]1[CH:13]=[C:12]([N:14]([CH3:16])[CH3:15])[C:11]([C:17]#[N:18])=[CH:10][C:9]=1[NH:19][C:20](=[O:36])[CH2:21][C:22]([C:24]1[CH:29]=[CH:28][CH:27]=[C:26]([C:30]2[O:34][N:33]=[C:32]([CH3:35])[CH:31]=2)[CH:25]=1)=O)(C)(C)C.C(O)(C(F)(F)F)=O. (6) The reactants are: [CH3:1][N:2]1[C:10]2[C:5](=[CH:6][CH:7]=[CH:8][CH:9]=2)[C:4]([C:11]([OH:13])=O)=[N:3]1.C1C=CC2N(O)N=NC=2C=1.C(Cl)CCl.[Cl:28][C:29]1[CH:34]=[CH:33][C:32]([N+:35]([O-:37])=[O:36])=[CH:31][C:30]=1[C:38]([CH3:42])([CH3:41])[CH2:39][NH2:40]. Given the product [Cl:28][C:29]1[CH:34]=[CH:33][C:32]([N+:35]([O-:37])=[O:36])=[CH:31][C:30]=1[C:38]([CH3:42])([CH3:41])[CH2:39][NH:40][C:11]([C:4]1[C:5]2[C:10](=[CH:9][CH:8]=[CH:7][CH:6]=2)[N:2]([CH3:1])[N:3]=1)=[O:13], predict the reactants needed to synthesize it. (7) The reactants are: [Cl:1][C:2]1[C:7]([N:8]2[CH2:13][CH2:12][N:11](C(C3C(C4C=CC=CC=4OC)=NOC=3C)=O)[CH2:10][CH2:9]2)=[CH:6][C:5]([NH:30][C:31](=[O:43])[C:32]2[CH:37]=[CH:36][C:35]([NH:38][S:39]([CH3:42])(=[O:41])=[O:40])=[CH:34][CH:33]=2)=[C:4]([N+:44]([O-:46])=[O:45])[CH:3]=1.B(Br)(Br)Br.FC(F)(F)C(O)=O. Given the product [Cl:1][C:2]1[C:7]([N:8]2[CH2:9][CH2:10][NH:11][CH2:12][CH2:13]2)=[CH:6][C:5]([NH:30][C:31](=[O:43])[C:32]2[CH:33]=[CH:34][C:35]([NH:38][S:39]([CH3:42])(=[O:41])=[O:40])=[CH:36][CH:37]=2)=[C:4]([N+:44]([O-:46])=[O:45])[CH:3]=1, predict the reactants needed to synthesize it. (8) Given the product [C:20]1([C:28]2[CH:29]=[CH:30][CH:31]=[CH:32][CH:33]=2)[CH:25]=[CH:24][CH:23]=[CH:22][C:21]=1[CH2:26][N:17]1[CH2:18][CH2:19][N:14]([C:9]2[CH:10]=[CH:11][CH:12]=[CH:13][C:8]=2[O:1][C:2]2[CH:7]=[CH:6][CH:5]=[CH:4][CH:3]=2)[CH2:15][CH2:16]1, predict the reactants needed to synthesize it. The reactants are: [O:1]([C:8]1[CH:13]=[CH:12][CH:11]=[CH:10][C:9]=1[N:14]1[CH2:19][CH2:18][NH:17][CH2:16][CH2:15]1)[C:2]1[CH:7]=[CH:6][CH:5]=[CH:4][CH:3]=1.[C:20]1([C:28]2[CH:33]=[CH:32][CH:31]=[CH:30][CH:29]=2)[C:21]([CH:26]=O)=[CH:22][CH:23]=[CH:24][CH:25]=1.[BH-](OC(C)=O)(OC(C)=O)OC(C)=O.[Na+].C1(C2C=CC=CC=2)C=CC=CC=1CN1CCN(C2C=CC=CC=2)CC1. (9) Given the product [CH3:17][C:2]1[CH:11]=[CH:10][C:5]([C:6]([O:8][CH3:9])=[O:7])=[CH:4][C:3]=1[O:12][C:13]([F:16])([F:15])[F:14], predict the reactants needed to synthesize it. The reactants are: Br[C:2]1[CH:11]=[CH:10][C:5]([C:6]([O:8][CH3:9])=[O:7])=[CH:4][C:3]=1[O:12][C:13]([F:16])([F:15])[F:14].[CH3:17]B(O)O.C([O-])([O-])=O.[Cs+].[Cs+]. (10) The reactants are: [F:1][C:2]1[CH:9]=[C:8]([O:10]C)[C:7]([O:12]C)=[CH:6][C:3]=1[CH:4]=[O:5]. Given the product [F:1][C:2]1[CH:9]=[C:8]([OH:10])[C:7]([OH:12])=[CH:6][C:3]=1[CH:4]=[O:5], predict the reactants needed to synthesize it.